Predict the product of the given reaction. From a dataset of Forward reaction prediction with 1.9M reactions from USPTO patents (1976-2016). (1) Given the reactants [C:1]1(C2C=CC=CC=2)[CH:6]=[CH:5][C:4]([CH2:7][C@H:8]2[N:12](C(=O)C(C)(C)C)[C:11](=[O:19])[C@H:10]([CH3:20])[CH2:9]2)=[CH:3][CH:2]=1.Cl, predict the reaction product. The product is: [CH2:11]([O:19][C:11](=[O:19])[C@H:10]([CH3:20])[CH2:9][C@H:8]([NH2:12])[CH2:7][C:4]1[CH:3]=[CH:2][C:1]([C:1]2[CH:6]=[CH:5][CH:4]=[CH:3][CH:2]=2)=[CH:6][CH:5]=1)[CH3:10]. (2) Given the reactants Br[C:2]([Br:5])(Br)Br.[CH:6]12[O:14][CH:9]([CH:10](CO)[CH2:11]1)[CH:8]=[CH:7]2.C1(P(C2C=CC=CC=2)C2C=CC=CC=2)C=CC=CC=1, predict the reaction product. The product is: [CH:9]12[O:14][CH:6]([CH:11]([CH2:2][Br:5])[CH2:10]1)[CH:7]=[CH:8]2.